Dataset: Full USPTO retrosynthesis dataset with 1.9M reactions from patents (1976-2016). Task: Predict the reactants needed to synthesize the given product. (1) Given the product [CH2:2]([C:9]1[O:10][C:11]2[CH:42]=[CH:41][CH:40]=[CH:39][C:12]=2[C:13]=1[C:14]1[CH:15]=[CH:16][C:17]([C:18]2[CH:23]=[CH:22][C:21]([C:24](=[O:36])[CH2:25][CH2:26][C:27]([OH:35])=[O:28])=[CH:20][CH:19]=2)=[CH:37][CH:38]=1)[C:3]1[CH:4]=[CH:5][CH:6]=[CH:7][CH:8]=1, predict the reactants needed to synthesize it. The reactants are: Cl.[CH2:2]([C:9]1[O:10][C:11]2[CH:42]=[CH:41][CH:40]=[CH:39][C:12]=2[C:13]=1[C:14]1[CH:38]=[CH:37][C:17]([C:18]2[CH:23]=[CH:22][C:21]([C:24](=[O:36])[CH2:25][CH:26]3C(=O)OC(C)(C)[O:28][C:27]3=[O:35])=[CH:20][CH:19]=2)=[CH:16][CH:15]=1)[C:3]1[CH:8]=[CH:7][CH:6]=[CH:5][CH:4]=1. (2) Given the product [F:48][C:45]1[CH:46]=[CH:47][C:42]([C:37]2[C:36]([CH2:35][O:34][C:31]3[CH:30]=[C:29]([C:27]([N:16]4[CH2:17][C:14]5([CH2:13][O:12][CH2:11]5)[CH2:15]4)=[O:26])[O:33][N:32]=3)=[C:40]([CH3:41])[O:39][N:38]=2)=[CH:43][CH:44]=1, predict the reactants needed to synthesize it. The reactants are: C[Al](C)C.C([O-])(=O)C([O-])=O.[CH2:11]1[C:14]2([CH2:17][NH2+:16][CH2:15]2)[CH2:13][O:12]1.[CH2:11]1[C:14]2([CH2:17][NH2+:16][CH2:15]2)[CH2:13][O:12]1.C[O:26][C:27]([C:29]1[O:33][N:32]=[C:31]([O:34][CH2:35][C:36]2[C:37]([C:42]3[CH:47]=[CH:46][C:45]([F:48])=[CH:44][CH:43]=3)=[N:38][O:39][C:40]=2[CH3:41])[CH:30]=1)=O.